From a dataset of Reaction yield outcomes from USPTO patents with 853,638 reactions. Predict the reaction yield, written as a fraction of the theoretical maximum amount of product (1.0 means a 100% yield; for example, 0.34 means a 34% yield). The reactants are [C:1]([C:5]1[CH:33]=[CH:32][C:8]([CH2:9][O:10][C:11]2[CH:16]=[CH:15][C:14]([C:17]3[CH:22]=[CH:21][C:20]([O:23][C:24]([F:27])([F:26])[F:25])=[CH:19][CH:18]=3)=[CH:13][C:12]=2[CH2:28][CH2:29][C:30]#[N:31])=[CH:7][CH:6]=1)([CH3:4])([CH3:3])[CH3:2].[N-:34]=[N+:35]=[N-:36].[Na+].Cl.C(N(CC)CC)C.CN1CCCC1=O. The catalyst is O. The product is [C:1]([C:5]1[CH:33]=[CH:32][C:8]([CH2:9][O:10][C:11]2[CH:16]=[CH:15][C:14]([C:17]3[CH:22]=[CH:21][C:20]([O:23][C:24]([F:25])([F:26])[F:27])=[CH:19][CH:18]=3)=[CH:13][C:12]=2[CH2:28][CH2:29][C:30]2[NH:36][N:35]=[N:34][N:31]=2)=[CH:7][CH:6]=1)([CH3:4])([CH3:2])[CH3:3]. The yield is 0.180.